Task: Predict the reaction yield, written as a fraction of the theoretical maximum amount of product (1.0 means a 100% yield; for example, 0.34 means a 34% yield).. Dataset: Reaction yield outcomes from USPTO patents with 853,638 reactions (1) The reactants are Cl[C:2]1[N:7]=[C:6]([O:8][CH3:9])[C:5]([N+:10]([O-:12])=[O:11])=[CH:4][CH:3]=1.[CH3:13][Si:14]([C:17]#[CH:18])([CH3:16])[CH3:15].C(N(CC)CC)C. The catalyst is CN(C=O)C.O.Cl[Pd](Cl)([P](C1C=CC=CC=1)(C1C=CC=CC=1)C1C=CC=CC=1)[P](C1C=CC=CC=1)(C1C=CC=CC=1)C1C=CC=CC=1.[Cu](I)I. The product is [CH3:9][O:8][C:6]1[C:5]([N+:10]([O-:12])=[O:11])=[CH:4][CH:3]=[C:2]([C:18]#[C:17][Si:14]([CH3:16])([CH3:15])[CH3:13])[N:7]=1. The yield is 0.500. (2) The reactants are O.NN.[CH3:4][C:5]1[O:9][C:8]([C:10]2[CH:15]=[CH:14][CH:13]=[CH:12][CH:11]=2)=[N:7][C:6]=1[CH2:16][O:17][C:18]1[CH:19]=[C:20]([CH:34]=[CH:35][CH:36]=1)[CH2:21][O:22][N:23]1C(=O)C2=CC=CC=C2C1=O.O1CCCC1.C(=O)([O-])[O-].[K+].[K+]. The catalyst is C(O)C. The product is [CH3:4][C:5]1[O:9][C:8]([C:10]2[CH:11]=[CH:12][CH:13]=[CH:14][CH:15]=2)=[N:7][C:6]=1[CH2:16][O:17][C:18]1[CH:19]=[C:20]([CH:34]=[CH:35][CH:36]=1)[CH2:21][O:22][NH2:23]. The yield is 0.970. (3) The reactants are [NH2:1][C:2]1[C:3]([CH3:23])=[CH:4][C:5]([O:16][C:17]2[CH:22]=[CH:21][CH:20]=[CH:19][CH:18]=2)=[C:6]([C:8]2[CH:9]=[CH:10][C:11](=[O:15])[N:12]([CH3:14])[CH:13]=2)[CH:7]=1.C(N(CC)CC)C.[CH3:31][S:32](Cl)(=[O:34])=[O:33]. The catalyst is ClCCl. The product is [CH3:23][C:3]1[CH:4]=[C:5]([O:16][C:17]2[CH:22]=[CH:21][CH:20]=[CH:19][CH:18]=2)[C:6]([C:8]2[CH:9]=[CH:10][C:11](=[O:15])[N:12]([CH3:14])[CH:13]=2)=[CH:7][C:2]=1[NH:1][S:32]([CH3:31])(=[O:34])=[O:33]. The yield is 0.520. (4) The reactants are C(OC([N:8]1[CH2:13][CH2:12][C:11]2[N:14]([CH3:32])[C:15]([C:17]3[CH:22]=[CH:21][N:20]=[C:19]([NH:23][CH2:24][C:25]4[CH:30]=[CH:29][CH:28]=[C:27]([Cl:31])[CH:26]=4)[N:18]=3)=[CH:16][C:10]=2[C:9]1=[O:33])=O)(C)(C)C. The catalyst is Cl.O1CCOCC1. The product is [ClH:31].[Cl:31][C:27]1[CH:26]=[C:25]([CH:30]=[CH:29][CH:28]=1)[CH2:24][NH:23][C:19]1[N:18]=[C:17]([C:15]2[N:14]([CH3:32])[C:11]3[CH2:12][CH2:13][NH:8][C:9](=[O:33])[C:10]=3[CH:16]=2)[CH:22]=[CH:21][N:20]=1. The yield is 0.570. (5) The reactants are O.[NH2:2][NH2:3].[Cl:4][C:5]1[CH:10]=[C:9]([NH:11][C:12](=[O:17])[C:13](OC)=[O:14])[CH:8]=[CH:7][C:6]=1[CH:18]1[CH2:23][CH2:22][CH:21]([CH:24]([CH3:30])[C:25]([O:27][CH2:28][CH3:29])=[O:26])[CH2:20][CH2:19]1. The catalyst is C(O)C. The product is [Cl:4][C:5]1[CH:10]=[C:9]([NH:11][C:12](=[O:17])[C:13]([NH:2][NH2:3])=[O:14])[CH:8]=[CH:7][C:6]=1[C@H:18]1[CH2:23][CH2:22][C@H:21]([CH:24]([CH3:30])[C:25]([O:27][CH2:28][CH3:29])=[O:26])[CH2:20][CH2:19]1. The yield is 0.810. (6) The reactants are [NH2:1][C:2]1[C:3]([C:12]([C:14]2[CH:19]=[CH:18][N:17]=[CH:16][C:15]=2[F:20])=O)=[CH:4][CH:5]=[C:6]2[C:11]=1[N:10]=[CH:9][CH:8]=[CH:7]2.[CH3:21][NH:22][S:23](Cl)(=[O:25])=[O:24].[BH4-].[Na+]. The catalyst is N1C=CC=CC=1. The product is [F:20][C:15]1[CH:16]=[N:17][CH:18]=[CH:19][C:14]=1[CH:12]1[C:3]2[CH:4]=[CH:5][C:6]3[C:11](=[N:10][CH:9]=[CH:8][CH:7]=3)[C:2]=2[NH:1][S:23](=[O:25])(=[O:24])[N:22]1[CH3:21]. The yield is 0.310. (7) The reactants are [Cl:1][C:2]1[C:7]([O:8][CH3:9])=[CH:6][C:5]([O:10][CH3:11])=[C:4]([Cl:12])[C:3]=1[C:13]1[C:24](=[O:25])[N:23]([CH2:26][CH2:27][N:28]([CH2:35][CH3:36])[CH:29]2[CH2:34][CH2:33][NH:32][CH2:31][CH2:30]2)[C:16]2[N:17]=[C:18]([NH:21][CH3:22])[N:19]=[CH:20][C:15]=2[CH:14]=1.[C:37](Cl)(=[O:40])[CH:38]=[CH2:39]. The catalyst is C(Cl)Cl.CO. The product is [C:37]([N:32]1[CH2:31][CH2:30][CH:29]([N:28]([CH2:35][CH3:36])[CH2:27][CH2:26][N:23]2[C:16]3[N:17]=[C:18]([NH:21][CH3:22])[N:19]=[CH:20][C:15]=3[CH:14]=[C:13]([C:3]3[C:2]([Cl:1])=[C:7]([O:8][CH3:9])[CH:6]=[C:5]([O:10][CH3:11])[C:4]=3[Cl:12])[C:24]2=[O:25])[CH2:34][CH2:33]1)(=[O:40])[CH:38]=[CH2:39]. The yield is 0.120. (8) The reactants are [CH:1]([C:4]1[N:5](COCCOC)[C:6]([C:9]2[CH:14]=[C:13]([O:15][C:16]3[CH:17]=[N:18][C:19]([N+:22]([O-:24])=[O:23])=[CH:20][CH:21]=3)[CH:12]=[CH:11][N:10]=2)=[CH:7][N:8]=1)([CH3:3])[CH3:2].Cl. The catalyst is O1CCOCC1. The product is [CH:1]([C:4]1[NH:5][C:6]([C:9]2[CH:14]=[C:13]([O:15][C:16]3[CH:17]=[N:18][C:19]([N+:22]([O-:24])=[O:23])=[CH:20][CH:21]=3)[CH:12]=[CH:11][N:10]=2)=[CH:7][N:8]=1)([CH3:3])[CH3:2]. The yield is 0.990. (9) The reactants are [Br:1][C:2]1[CH:3]=[C:4]([N:11]2[CH2:16][CH2:15][O:14][CH2:13][CH2:12]2)[CH:5]=[N:6][C:7]=1[N+:8]([O-])=O.O.Cl[Sn]Cl. The catalyst is CCO.C(Cl)Cl. The product is [Br:1][C:2]1[C:7]([NH2:8])=[N:6][CH:5]=[C:4]([N:11]2[CH2:12][CH2:13][O:14][CH2:15][CH2:16]2)[CH:3]=1. The yield is 0.840. (10) The reactants are [CH3:1][C:2]1[NH:3][C:4]([C:15]2[CH:20]=[CH:19][CH:18]=[CH:17][C:16]=2[O:21][C:22]2[CH:27]=[CH:26][CH:25]=[CH:24][CH:23]=2)=[C:5]2[CH:10]=[C:9]([C:11](O)=[O:12])[NH:8][C:7](=[O:14])[C:6]=12.C(N1C=CN=C1)(N1C=CN=C1)=O.O/[N:41]=[C:42](\[NH2:49])/[C:43]1[CH:48]=[CH:47][CH:46]=[CH:45][CH:44]=1.[O-]P([O-])([O-])=O.[O-]P([O-])([O-])=O.[Ca+2].[Ca+2].[Ca+2]. The catalyst is CN(C)C=O. The product is [CH3:1][C:2]1[NH:3][C:4]([C:15]2[CH:20]=[CH:19][CH:18]=[CH:17][C:16]=2[O:21][C:22]2[CH:27]=[CH:26][CH:25]=[CH:24][CH:23]=2)=[C:5]2[CH:10]=[C:9]([C:11]3[O:12][N:49]=[C:42]([C:43]4[CH:48]=[CH:47][CH:46]=[CH:45][CH:44]=4)[N:41]=3)[NH:8][C:7](=[O:14])[C:6]=12. The yield is 0.370.